From a dataset of Catalyst prediction with 721,799 reactions and 888 catalyst types from USPTO. Predict which catalyst facilitates the given reaction. (1) Reactant: [C:1]([O:5][C:6]([C:8]1[N:9]([CH2:13][CH:14]([O:31]C(=O)C)[CH2:15][O:16][C:17]2[CH:22]=[CH:21][C:20]([CH2:23][CH2:24][CH2:25][CH2:26][CH2:27][CH2:28][CH2:29][CH3:30])=[CH:19][CH:18]=2)[CH:10]=[CH:11][CH:12]=1)=[O:7])([CH3:4])([CH3:3])[CH3:2].C[O-].[Na+]. Product: [C:1]([O:5][C:6]([C:8]1[N:9]([CH2:13][CH:14]([OH:31])[CH2:15][O:16][C:17]2[CH:18]=[CH:19][C:20]([CH2:23][CH2:24][CH2:25][CH2:26][CH2:27][CH2:28][CH2:29][CH3:30])=[CH:21][CH:22]=2)[CH:10]=[CH:11][CH:12]=1)=[O:7])([CH3:4])([CH3:3])[CH3:2]. The catalyst class is: 5. (2) Product: [N+:31]([C:28]1[CH:29]=[CH:30][C:25]([O:1][CH2:2][CH2:3][C:4]2[N:9]=[C:8]([NH:10][C:11](=[O:17])[O:12][C:13]([CH3:14])([CH3:16])[CH3:15])[CH:7]=[CH:6][CH:5]=2)=[CH:26][CH:27]=1)([O-:33])=[O:32]. Reactant: [OH:1][CH2:2][CH2:3][C:4]1[N:9]=[C:8]([NH:10][C:11](=[O:17])[O:12][C:13]([CH3:16])([CH3:15])[CH3:14])[CH:7]=[CH:6][CH:5]=1.CC(C)([O-])C.[K+].F[C:25]1[CH:30]=[CH:29][C:28]([N+:31]([O-:33])=[O:32])=[CH:27][CH:26]=1.O. The catalyst class is: 7. (3) The catalyst class is: 68. Product: [Cl:14][CH2:2][CH2:3][NH:4][CH:5]1[CH2:9][CH2:8][S:7](=[O:11])(=[O:10])[CH2:6]1. Reactant: O[CH2:2][CH2:3][NH:4][CH:5]1[CH2:9][CH2:8][S:7](=[O:11])(=[O:10])[CH2:6]1.S(Cl)([Cl:14])=O.C1COCC1.ClCCl.